This data is from Full USPTO retrosynthesis dataset with 1.9M reactions from patents (1976-2016). The task is: Predict the reactants needed to synthesize the given product. (1) Given the product [CH2:28]([O:4][CH2:3][CH2:2][CH2:1][OH:5])[CH2:27][CH2:26][CH2:25][CH2:24][CH2:23][CH2:22][CH2:21][CH2:20][CH2:19][CH2:18][CH2:17][CH2:16][CH2:15][CH2:14][CH3:13], predict the reactants needed to synthesize it. The reactants are: [CH2:1]([OH:5])[CH2:2][CH2:3][OH:4].[H-].[Na+].CS(O[CH2:13][CH2:14][CH2:15][CH2:16][CH2:17][CH2:18][CH2:19][CH2:20][CH2:21][CH2:22][CH2:23][CH2:24][CH2:25][CH2:26][CH2:27][CH3:28])(=O)=O. (2) Given the product [C:1]([O:4][C:5]1[CH:10]=[C:9]([C:11](=[O:20])[NH:12][C:13]2[CH:14]=[CH:15][C:16]([O:19][C:31](=[O:33])[CH3:32])=[CH:17][CH:18]=2)[CH:8]=[C:7]([O:21][C:22](=[O:24])[CH3:23])[CH:6]=1)(=[O:3])[CH3:2], predict the reactants needed to synthesize it. The reactants are: [C:1]([O:4][C:5]1[CH:10]=[C:9]([C:11](=[O:20])[NH:12][C:13]2[CH:18]=[CH:17][C:16]([OH:19])=[CH:15][CH:14]=2)[CH:8]=[C:7]([O:21][C:22](=[O:24])[CH3:23])[CH:6]=1)(=[O:3])[CH3:2].N1C=CC=CC=1.[C:31](OC(=O)C)(=[O:33])[CH3:32]. (3) Given the product [CH2:1]([N:3]([C:4]1[CH:9]=[CH:8][C:7]([F:10])=[C:6]([CH3:11])[CH:5]=1)[CH2:14][CH2:15][NH2:16])[CH3:2], predict the reactants needed to synthesize it. The reactants are: [CH2:1]([NH:3][C:4]1[CH:9]=[CH:8][C:7]([F:10])=[C:6]([CH3:11])[CH:5]=1)[CH3:2].Br.Br[CH2:14][CH2:15][NH2:16].